From a dataset of Full USPTO retrosynthesis dataset with 1.9M reactions from patents (1976-2016). Predict the reactants needed to synthesize the given product. Given the product [CH2:26]([N:17]([C:18]([CH:20]1[CH2:25][CH2:24][CH2:23][CH2:22][CH2:21]1)=[O:19])[C:15]1[CH:14]=[CH:13][C:12]2[N:8]([CH2:7][C:6]([OH:36])=[O:5])[C:9]([CH2:33][CH2:34][CH3:35])=[N:10][C:11]=2[CH:16]=1)[C:27]1[CH:32]=[CH:31][CH:30]=[CH:29][CH:28]=1, predict the reactants needed to synthesize it. The reactants are: C([O:5][C:6](=[O:36])[CH2:7][N:8]1[C:12]2[CH:13]=[CH:14][C:15]([N:17]([CH2:26][C:27]3[CH:32]=[CH:31][CH:30]=[CH:29][CH:28]=3)[C:18]([CH:20]3[CH2:25][CH2:24][CH2:23][CH2:22][CH2:21]3)=[O:19])=[CH:16][C:11]=2[N:10]=[C:9]1[CH2:33][CH2:34][CH3:35])(C)(C)C.C(O)(C(F)(F)F)=O.